Predict the reactants needed to synthesize the given product. From a dataset of Full USPTO retrosynthesis dataset with 1.9M reactions from patents (1976-2016). (1) The reactants are: [OH-].[Na+].[CH:3]1([C:6]2[CH:11]=[C:10]([CH2:12][N:13]3[CH2:16][C:15]4([CH2:20][C:19]([C@H:21]5[CH2:26][CH2:25][C@H:24]([C:27]([O:29]C)=[O:28])[CH2:23][CH2:22]5)=[N:18][O:17]4)[CH2:14]3)[C:9]([O:31][CH2:32][CH3:33])=[CH:8][C:7]=2[C:34]2[CH:39]=[CH:38][C:37]([F:40])=[CH:36][CH:35]=2)[CH2:5][CH2:4]1. Given the product [CH:3]1([C:6]2[CH:11]=[C:10]([CH2:12][N:13]3[CH2:16][C:15]4([CH2:20][C:19]([C@H:21]5[CH2:22][CH2:23][C@H:24]([C:27]([OH:29])=[O:28])[CH2:25][CH2:26]5)=[N:18][O:17]4)[CH2:14]3)[C:9]([O:31][CH2:32][CH3:33])=[CH:8][C:7]=2[C:34]2[CH:39]=[CH:38][C:37]([F:40])=[CH:36][CH:35]=2)[CH2:5][CH2:4]1, predict the reactants needed to synthesize it. (2) Given the product [C:6]1([C:14]2[CH:20]=[CH:21][CH:16]=[CH:17][C:18]=2[CH3:19])[CH:11]=[CH:10][CH:9]=[CH:8][CH:7]=1, predict the reactants needed to synthesize it. The reactants are: C1COCC1.[C:6]1([CH3:14])[CH:11]=[CH:10][CH:9]=[CH:8][C:7]=1[Mg]Cl.Cl[C:16]1[CH:21]=[CH:20][CH:19]=[CH:18][CH:17]=1. (3) Given the product [CH3:1][C:2]1[CH:10]=[CH:9][CH:8]=[C:7]2[C:3]=1[C:4](=[O:25])[N:5]([CH2:12][CH:13]([C:19](=[O:20])[CH3:24])[C:14]([O:16][CH2:17][CH3:18])=[O:15])[C:6]2=[O:11], predict the reactants needed to synthesize it. The reactants are: [CH3:1][C:2]1[CH:10]=[CH:9][CH:8]=[C:7]2[C:3]=1[C:4](=[O:25])[N:5]([CH2:12][CH:13]([C:19]1([CH3:24])OCC[O:20]1)[C:14]([O:16][CH2:17][CH3:18])=[O:15])[C:6]2=[O:11].O.C1(C)C=CC(S(O)(=O)=O)=CC=1. (4) The reactants are: CN(C)C(N(C)C)=N.[CH3:9][O:10][C:11](=[O:40])[CH:12](P(OC)(OC)=O)[NH:13][C:14](=[O:33])[C:15]1[CH:20]=[CH:19][C:18]([C:21]([NH:23][CH2:24][C:25]2[CH:30]=[CH:29][CH:28]=[C:27]([OH:31])[CH:26]=2)=[O:22])=[CH:17][C:16]=1[Cl:32].[NH2:41][C:42]1[S:43][C:44]([CH:47]=O)=[CH:45][N:46]=1.C(OCC)(=O)C. Given the product [CH3:9][O:10][C:11](=[O:40])/[C:12](/[NH:13][C:14](=[O:33])[C:15]1[CH:20]=[CH:19][C:18]([C:21]([NH:23][CH2:24][C:25]2[CH:30]=[CH:29][CH:28]=[C:27]([OH:31])[CH:26]=2)=[O:22])=[CH:17][C:16]=1[Cl:32])=[CH:47]/[C:44]1[S:43][C:42]([NH2:41])=[N:46][CH:45]=1, predict the reactants needed to synthesize it. (5) Given the product [CH:1]1([CH2:7][C@H:8]([NH:21][C:22]([N:24]2[CH2:29][CH2:28][CH2:27][C@@H:26]([C@:30]([OH:43])([C:37]3[CH:42]=[CH:41][CH:40]=[CH:39][CH:38]=3)[CH2:31][CH2:32][CH2:33][CH2:34][O:35][CH3:36])[CH2:25]2)=[S:23])[CH2:9][NH:10][CH3:11])[CH2:6][CH2:5][CH2:4][CH2:3][CH2:2]1, predict the reactants needed to synthesize it. The reactants are: [CH:1]1([CH2:7][C@H:8]([NH:21][C:22]([N:24]2[CH2:29][CH2:28][CH2:27][C@@H:26]([C@:30]([OH:43])([C:37]3[CH:42]=[CH:41][CH:40]=[CH:39][CH:38]=3)[CH2:31][CH2:32][CH2:33][CH2:34][O:35][CH3:36])[CH2:25]2)=[S:23])[CH2:9][N:10](C)[C:11](OCC[Si](C)(C)C)=O)[CH2:6][CH2:5][CH2:4][CH2:3][CH2:2]1.[N+](CC)(CC)(CC)CC.[F-]. (6) Given the product [CH3:30][O:31][C:32](=[O:33])[C:34]1[CH:35]=[CH:36][CH:37]=[CH:38][C:39]=1[O:28][C:24]1[CH:23]=[CH:22][C:21]2[CH2:20][CH2:19][C@H:18]([N:10]([CH2:9][C@@H:8]([C:4]3[CH:5]=[CH:6][CH:7]=[C:2]([Cl:1])[CH:3]=3)[OH:29])[C:11]([O:13][C:14]([CH3:17])([CH3:15])[CH3:16])=[O:12])[CH2:27][C:26]=2[CH:25]=1, predict the reactants needed to synthesize it. The reactants are: [Cl:1][C:2]1[CH:3]=[C:4]([C@@H:8]([OH:29])[CH2:9][N:10]([C@@H:18]2[CH2:27][C:26]3[CH:25]=[C:24]([OH:28])[CH:23]=[CH:22][C:21]=3[CH2:20][CH2:19]2)[C:11]([O:13][C:14]([CH3:17])([CH3:16])[CH3:15])=[O:12])[CH:5]=[CH:6][CH:7]=1.[CH3:30][O:31][C:32]([C:34]1[CH:35]=[C:36](B(O)O)[CH:37]=[CH:38][CH:39]=1)=[O:33]. (7) The reactants are: [C:1]1([C:7]2[S:8][CH:9]=[C:10]([C:12]([N:14]3[CH2:19][CH2:18][N:17](C(OC(C)(C)C)=O)[CH2:16][CH2:15]3)=[O:13])[N:11]=2)[CH:6]=[CH:5][CH:4]=[CH:3][CH:2]=1.[F:27][C:28]([F:33])([F:32])[C:29]([O-:31])=[O:30]. Given the product [OH:31][C:29]([C:28]([F:33])([F:32])[F:27])=[O:30].[C:1]1([C:7]2[S:8][CH:9]=[C:10]([C:12]([N:14]3[CH2:19][CH2:18][NH:17][CH2:16][CH2:15]3)=[O:13])[N:11]=2)[CH:2]=[CH:3][CH:4]=[CH:5][CH:6]=1, predict the reactants needed to synthesize it. (8) Given the product [Cl:19][C:3]1[C:2]([C:28]2[CH:33]=[CH:32][C:31]([S:34]([N:37]3[CH2:43][C:39]4([CH2:40][O:41][CH2:42]4)[CH2:38]3)(=[O:35])=[O:36])=[CH:30][CH:29]=2)=[C:7]([C:8]([F:11])([F:10])[F:9])[CH:6]=[C:5]([NH:12][C:13]2[N:17]=[C:16]([NH2:18])[NH:15][N:14]=2)[CH:4]=1, predict the reactants needed to synthesize it. The reactants are: Br[C:2]1[C:7]([C:8]([F:11])([F:10])[F:9])=[CH:6][C:5]([NH:12][C:13]2[N:17]=[C:16]([NH2:18])[NH:15][N:14]=2)=[CH:4][C:3]=1[Cl:19].CC1(C)C(C)(C)OB([C:28]2[CH:33]=[CH:32][C:31]([S:34]([N:37]3[CH2:43][C:39]4([CH2:42][O:41][CH2:40]4)[CH2:38]3)(=[O:36])=[O:35])=[CH:30][CH:29]=2)O1.C([O-])([O-])=O.[K+].[K+].COCCOC. (9) Given the product [Cl:1][C:2]1[CH:10]=[CH:9][C:5]([C:6]([NH:56][CH2:55][C:52]2[CH:53]=[CH:54][N:50]([CH2:49][C:48]3[CH:57]=[CH:58][CH:59]=[C:46]([F:45])[CH:47]=3)[CH:51]=2)=[O:8])=[CH:4][N:3]=1, predict the reactants needed to synthesize it. The reactants are: [Cl:1][C:2]1[CH:10]=[CH:9][C:5]([C:6]([OH:8])=O)=[CH:4][N:3]=1.C(N(CC)CC)C.F[P-](F)(F)(F)(F)F.N1(O[P+](N(C)C)(N(C)C)N(C)C)C2C=CC=CC=2N=N1.[F:45][C:46]1[CH:47]=[C:48]([CH:57]=[CH:58][CH:59]=1)[CH2:49][N:50]1[CH:54]=[CH:53][C:52]([CH2:55][NH2:56])=[CH:51]1. (10) Given the product [C:12]1([C:21]2[CH:22]=[CH:23][CH:24]=[CH:25][CH:26]=2)[CH:13]=[CH:14][CH:15]=[CH:16][C:17]=1[C:2]1[C:7]([CH3:8])=[CH:6][C:5]([N+:9]([O-:11])=[O:10])=[CH:4][N:3]=1, predict the reactants needed to synthesize it. The reactants are: Br[C:2]1[C:7]([CH3:8])=[CH:6][C:5]([N+:9]([O-:11])=[O:10])=[CH:4][N:3]=1.[C:12]1([C:21]2[CH:26]=[CH:25][CH:24]=[CH:23][CH:22]=2)[C:13](B(O)O)=[CH:14][CH:15]=[CH:16][CH:17]=1.